From a dataset of Reaction yield outcomes from USPTO patents with 853,638 reactions. Predict the reaction yield, written as a fraction of the theoretical maximum amount of product (1.0 means a 100% yield; for example, 0.34 means a 34% yield). (1) The reactants are [C:1]([C:3]1[CH:4]=[C:5]([CH:38]=[CH:39][CH:40]=1)[C:6]([NH:8][C:9]1[C:10]([C:34]([F:37])([F:36])[F:35])=[C:11]2[C:17]([C@@H:18]3[CH2:23][CH2:22][N:21](C(OC(C)(C)C)=O)[C:20]([CH3:32])([CH3:31])[CH2:19]3)=[CH:16][N:15]([CH3:33])[C:12]2=[N:13][CH:14]=1)=[O:7])#[N:2].Cl. The catalyst is O1CCOCC1. The product is [C:1]([C:3]1[CH:4]=[C:5]([CH:38]=[CH:39][CH:40]=1)[C:6]([NH:8][C:9]1[C:10]([C:34]([F:36])([F:35])[F:37])=[C:11]2[C:17]([C@@H:18]3[CH2:23][CH2:22][NH:21][C:20]([CH3:32])([CH3:31])[CH2:19]3)=[CH:16][N:15]([CH3:33])[C:12]2=[N:13][CH:14]=1)=[O:7])#[N:2]. The yield is 0.900. (2) The reactants are [F:1][C:2]1[CH:12]=[C:11]([N+:13]([O-])=O)[CH:10]=[CH:9][C:3]=1[C:4]([N:6]([CH3:8])[CH3:7])=[O:5].O.O.Cl[Sn]Cl. The catalyst is CCO. The product is [NH2:13][C:11]1[CH:10]=[CH:9][C:3]([C:4]([N:6]([CH3:8])[CH3:7])=[O:5])=[C:2]([F:1])[CH:12]=1. The yield is 1.00. (3) The reactants are C1C=CC(P(C2C(C3C(P(C4C=CC=CC=4)C4C=CC=CC=4)=CC=C4C=3C=CC=C4)=C3C(C=CC=C3)=CC=2)C2C=CC=CC=2)=CC=1.C(=O)([O-])[O-].[Cs+].[Cs+].[F:53][C:54]1[CH:55]=[C:56]([CH:60]([NH2:62])[CH3:61])[CH:57]=[CH:58][CH:59]=1.C1(C2SC(C(N)C)=CC=2)C=CC=CC=1.[Cl:77][C:78]1[CH:94]=[CH:93][C:81]2[CH2:82][CH2:83][N:84]([C:87](=[O:92])[C:88]([F:91])([F:90])[F:89])[CH2:85][CH2:86][C:80]=2[C:79]=1OS(C(F)(F)F)(=O)=O. The catalyst is C1(C)C=CC=CC=1.CCOC(C)=O.C1C=CC(/C=C/C(/C=C/C2C=CC=CC=2)=O)=CC=1.C1C=CC(/C=C/C(/C=C/C2C=CC=CC=2)=O)=CC=1.C1C=CC(/C=C/C(/C=C/C2C=CC=CC=2)=O)=CC=1.[Pd].[Pd]. The product is [Cl:77][C:78]1[CH:94]=[CH:93][C:81]2[CH2:82][CH2:83][N:84]([C:87](=[O:92])[C:88]([F:89])([F:91])[F:90])[CH2:85][CH2:86][C:80]=2[C:79]=1[NH:62][CH:60]([C:56]1[CH:57]=[CH:58][CH:59]=[C:54]([F:53])[CH:55]=1)[CH3:61]. The yield is 0.780. (4) The product is [Cl:11][C:4]1[CH:5]=[C:6]([CH:9]=[CH:10][C:3]=1[CH2:2][NH:18][C:19]1[CH:24]=[CH:23][CH:22]=[CH:21][N:20]=1)[CH:7]=[O:8]. The yield is 0.500. The reactants are Br[CH2:2][C:3]1[CH:10]=[CH:9][C:6]([CH:7]=[O:8])=[CH:5][C:4]=1[Cl:11].C([O-])([O-])=O.[K+].[K+].[NH2:18][C:19]1[CH:24]=[CH:23][CH:22]=[CH:21][N:20]=1. The catalyst is CN(C)C(=O)C.O. (5) The reactants are FC(F)(F)C1C=CC(CBr)=CC=1.Br[CH2:14][C:15]1[C:16]([CH3:26])=[N:17][O:18][C:19]=1[C:20]1[CH:25]=[CH:24][CH:23]=[CH:22][CH:21]=1.[CH3:27][C:28]1[N:29]=[C:30]([N:38]2[CH2:42][CH2:41][NH:40][C:39]2=[O:43])[S:31][C:32]=1[C:33]([O:35][CH2:36][CH3:37])=[O:34]. No catalyst specified. The product is [CH3:27][C:28]1[N:29]=[C:30]([N:38]2[CH2:42][CH2:41][N:40]([CH2:14][C:15]3[C:16]([CH3:26])=[N:17][O:18][C:19]=3[C:20]3[CH:25]=[CH:24][CH:23]=[CH:22][CH:21]=3)[C:39]2=[O:43])[S:31][C:32]=1[C:33]([O:35][CH2:36][CH3:37])=[O:34]. The yield is 0.870. (6) The reactants are Br[C:2]1[CH:7]=[CH:6][C:5]([C:8]2([C:11]([N:13]3[CH2:17][CH2:16][C@@:15]4([C:21]5[CH:22]=[CH:23][CH:24]=[CH:25][C:20]=5[C:19](=[O:26])[O:18]4)[CH2:14]3)=[O:12])[CH2:10][CH2:9]2)=[CH:4][CH:3]=1.C([Sn](CCCC)(CCCC)[C:32]1[CH:37]=[CH:36][N:35]=[CH:34][CH:33]=1)CCC.C(P(C(C)(C)C)C(C)(C)C)(C)(C)C.[F-].[K+]. The catalyst is O1CCCC1.C1C=CC(/C=C/C(/C=C/C2C=CC=CC=2)=O)=CC=1.C1C=CC(/C=C/C(/C=C/C2C=CC=CC=2)=O)=CC=1.C1C=CC(/C=C/C(/C=C/C2C=CC=CC=2)=O)=CC=1.[Pd].[Pd]. The product is [N:35]1[CH:36]=[CH:37][C:32]([C:2]2[CH:3]=[CH:4][C:5]([C:8]3([C:11]([N:13]4[CH2:17][CH2:16][C@@:15]5([C:21]6[CH:22]=[CH:23][CH:24]=[CH:25][C:20]=6[C:19](=[O:26])[O:18]5)[CH2:14]4)=[O:12])[CH2:10][CH2:9]3)=[CH:6][CH:7]=2)=[CH:33][CH:34]=1. The yield is 0.130.